From a dataset of Reaction yield outcomes from USPTO patents with 853,638 reactions. Predict the reaction yield, written as a fraction of the theoretical maximum amount of product (1.0 means a 100% yield; for example, 0.34 means a 34% yield). The reactants are [NH2:1][C:2]1[O:6][N:5]=[C:4]([CH3:7])[C:3]=1[Cl:8].[C:9]1([C:19]2[CH:24]=[CH:23][CH:22]=[CH:21][CH:20]=2)[C:10]([S:15](Cl)(=[O:17])=[O:16])=[CH:11][CH:12]=[CH:13][CH:14]=1. No catalyst specified. The product is [Cl:8][C:3]1[C:4]([CH3:7])=[N:5][O:6][C:2]=1[NH:1][S:15]([C:10]1[C:9]([C:19]2[CH:20]=[CH:21][CH:22]=[CH:23][CH:24]=2)=[CH:14][CH:13]=[CH:12][CH:11]=1)(=[O:17])=[O:16]. The yield is 0.740.